Dataset: Peptide-MHC class II binding affinity with 134,281 pairs from IEDB. Task: Regression. Given a peptide amino acid sequence and an MHC pseudo amino acid sequence, predict their binding affinity value. This is MHC class II binding data. (1) The peptide sequence is KQQVIAELYEKFFRI. The MHC is DRB1_1602 with pseudo-sequence DRB1_1602. The binding affinity (normalized) is 0.507. (2) The peptide sequence is EAANLAEVRSYCYLA. The MHC is DRB1_1101 with pseudo-sequence DRB1_1101. The binding affinity (normalized) is 0.199. (3) The binding affinity (normalized) is 0.669. The peptide sequence is ASMVNGVIKILTYPW. The MHC is DRB4_0103 with pseudo-sequence DRB4_0103. (4) The peptide sequence is SQDLELSWNLNELQAY. The MHC is DRB1_1302 with pseudo-sequence DRB1_1302. The binding affinity (normalized) is 0.819. (5) The peptide sequence is SLRRLSSVCLALTNS. The MHC is DRB1_0101 with pseudo-sequence DRB1_0101. The binding affinity (normalized) is 0.785.